Dataset: Catalyst prediction with 721,799 reactions and 888 catalyst types from USPTO. Task: Predict which catalyst facilitates the given reaction. (1) Reactant: [OH:1][CH2:2][C:3]([NH:25][C:26](=[O:28])[CH3:27])([CH2:23][OH:24])[CH2:4][CH:5]1[C:13]2[C:8](=[CH:9][C:10]([CH2:14][CH2:15][CH2:16][CH2:17][CH2:18][CH2:19][CH2:20][CH3:21])=[CH:11][CH:12]=2)[CH2:7][CH:6]1O.C1(C)C(S(O)(=O)=O)=CC=CC=1.O.C(=O)(O)[O-]. Product: [OH:24][CH2:23][C:3]([NH:25][C:26](=[O:28])[CH3:27])([CH2:2][OH:1])[CH2:4][C:5]1[C:13]2[C:8](=[CH:9][C:10]([CH2:14][CH2:15][CH2:16][CH2:17][CH2:18][CH2:19][CH2:20][CH3:21])=[CH:11][CH:12]=2)[CH2:7][CH:6]=1. The catalyst class is: 11. (2) Reactant: O1CCOCC1.C(O)(=O)C.[Cl:11][C:12]1[CH:35]=[CH:34][C:15]([O:16][CH2:17][C:18]2[CH:23]=[CH:22][CH:21]=[CH:20][C:19]=2[C:24](=[N:31][O:32][CH3:33])[C:25]([N:27]=[CH:28][NH:29][OH:30])=O)=[CH:14][CH:13]=1. Product: [CH3:33][O:32][N:31]=[C:24]([C:25]1[O:30][N:29]=[CH:28][N:27]=1)[C:19]1[CH:20]=[CH:21][CH:22]=[CH:23][C:18]=1[CH2:17][O:16][C:15]1[CH:34]=[CH:35][C:12]([Cl:11])=[CH:13][CH:14]=1. The catalyst class is: 28. (3) Reactant: Cl.[Br:2][C:3]1[CH:4]=[C:5]([CH:8]=[CH:9][C:10]=1[F:11])[CH2:6][NH2:7].[O:12]1[CH2:17][CH2:16][C:15](=O)[CH2:14][CH2:13]1.C(O[BH-](OC(=O)C)OC(=O)C)(=O)C.[Na+].C(=O)([O-])O.[Na+]. Product: [Br:2][C:3]1[CH:4]=[C:5]([CH:8]=[CH:9][C:10]=1[F:11])[CH2:6][NH:7][CH:15]1[CH2:16][CH2:17][O:12][CH2:13][CH2:14]1. The catalyst class is: 542.